From a dataset of Forward reaction prediction with 1.9M reactions from USPTO patents (1976-2016). Predict the product of the given reaction. Given the reactants [C:1]1([S:11]([C:14]2[C:22]3[C:17](=[CH:18][CH:19]=[C:20]([O:23][CH:24]4[CH2:28][CH2:27][NH:26][CH2:25]4)[CH:21]=3)[NH:16][N:15]=2)(=[O:13])=[O:12])[C:10]2[C:5](=[CH:6][CH:7]=[CH:8][CH:9]=2)[CH:4]=[CH:3][CH:2]=1.[CH:29]1[CH:34]=[CH:33][C:32]([CH2:35][CH:36]=O)=[CH:31][CH:30]=1.C(O)(=O)C.C(O[BH-](OC(=O)C)OC(=O)C)(=O)C.[Na+].[OH-].[Na+], predict the reaction product. The product is: [C:1]1([S:11]([C:14]2[C:22]3[C:17](=[CH:18][CH:19]=[C:20]([O:23][CH:24]4[CH2:28][CH2:27][N:26]([CH2:36][CH2:35][C:32]5[CH:33]=[CH:34][CH:29]=[CH:30][CH:31]=5)[CH2:25]4)[CH:21]=3)[NH:16][N:15]=2)(=[O:12])=[O:13])[C:10]2[C:5](=[CH:6][CH:7]=[CH:8][CH:9]=2)[CH:4]=[CH:3][CH:2]=1.